This data is from Full USPTO retrosynthesis dataset with 1.9M reactions from patents (1976-2016). The task is: Predict the reactants needed to synthesize the given product. (1) Given the product [O:50]1[CH2:55][CH2:54][CH:53]([CH2:56][NH:57][C:13]([C:10]2[CH:9]=[C:8]([CH2:7][O:6][C:5]3[CH:16]=[CH:17][CH:18]=[C:3]([C:2]([F:1])([F:20])[F:19])[CH:4]=3)[O:12][N:11]=2)=[O:15])[CH2:52][CH2:51]1, predict the reactants needed to synthesize it. The reactants are: [F:1][C:2]([F:20])([F:19])[C:3]1[CH:4]=[C:5]([CH:16]=[CH:17][CH:18]=1)[O:6][CH2:7][C:8]1[O:12][N:11]=[C:10]([C:13]([OH:15])=O)[CH:9]=1.C(N(CC)CC)C.Cl.C(N=C=NCCCN(C)C)C.ON1C2C=CC=CC=2N=N1.[O:50]1[CH2:55][CH2:54][CH:53]([CH2:56][NH2:57])[CH2:52][CH2:51]1. (2) Given the product [CH:27]1([C@H:23]([N:12]([C:13](=[O:22])[C:14]2[CH:19]=[C:18]([CH3:20])[CH:17]=[C:16]([CH3:21])[CH:15]=2)[NH2:11])[CH2:24][CH2:25][CH3:26])[CH2:32][CH2:31][CH2:30][CH2:29][CH2:28]1, predict the reactants needed to synthesize it. The reactants are: C(OC([NH:11][N:12]([C@@H:23]([CH:27]1[CH2:32][CH2:31][CH2:30][CH2:29][CH2:28]1)[CH2:24][CH:25]=[CH2:26])[C:13](=[O:22])[C:14]1[CH:19]=[C:18]([CH3:20])[CH:17]=[C:16]([CH3:21])[CH:15]=1)=O)C1C=CC=CC=1. (3) Given the product [C:1]([O:5][C:6](=[O:29])[NH:7][C:8]1[S:9][C:10]([C:35](=[O:37])[CH3:36])=[CH:11][C:12]=1[S:13](=[O:27])(=[O:26])[N:14]([CH2:16][CH:17]([C:19]1[CH:24]=[CH:23][C:22]([F:25])=[CH:21][CH:20]=1)[OH:18])[CH3:15])([CH3:4])([CH3:3])[CH3:2], predict the reactants needed to synthesize it. The reactants are: [C:1]([O:5][C:6](=[O:29])[NH:7][C:8]1[S:9][C:10](Br)=[CH:11][C:12]=1[S:13](=[O:27])(=[O:26])[N:14]([CH2:16][CH:17]([C:19]1[CH:24]=[CH:23][C:22]([F:25])=[CH:21][CH:20]=1)[OH:18])[CH3:15])([CH3:4])([CH3:3])[CH3:2].C([Sn](CCCC)(CCCC)[C:35]([O:37]CC)=[CH2:36])CCC.[F-].[Cs+].C(OCC)(=O)C.